Dataset: Catalyst prediction with 721,799 reactions and 888 catalyst types from USPTO. Task: Predict which catalyst facilitates the given reaction. (1) Reactant: [Br:1][C:2]1[CH:3]=[C:4]([CH:8]=[C:9]([S:11][CH:12]2[CH2:16][CH2:15][CH2:14][CH2:13]2)[CH:10]=1)[C:5]([OH:7])=[O:6].[C:17](Cl)(=O)C. Product: [Br:1][C:2]1[CH:3]=[C:4]([CH:8]=[C:9]([S:11][CH:12]2[CH2:13][CH2:14][CH2:15][CH2:16]2)[CH:10]=1)[C:5]([O:7][CH3:17])=[O:6]. The catalyst class is: 5. (2) Reactant: [Cl:1][C:2]1[N:7]=[C:6](Cl)[CH:5]=[CH:4][N:3]=1.[NH:9]1[CH2:13][CH2:12][CH2:11][C:10]1=[O:14].C(=O)([O-])[O-].[Cs+].[Cs+].C1(P(C2C=CC=CC=2)C2C=CC3C(=CC=CC=3)C=2C2C3C(=CC=CC=3)C=CC=2P(C2C=CC=CC=2)C2C=CC=CC=2)C=CC=CC=1. Product: [Cl:1][C:2]1[N:7]=[C:6]([N:9]2[CH2:13][CH2:12][CH2:11][C:10]2=[O:14])[CH:5]=[CH:4][N:3]=1. The catalyst class is: 101. (3) The catalyst class is: 41. Product: [C:26]([OH:33])(=[O:32])/[CH:27]=[CH:28]\[C:29]([OH:31])=[O:30].[CH3:1][N:2]([CH2:9][CH2:10][O:11][C:12]1[CH:17]=[CH:16][C:15]([CH2:18][CH:19]2[S:23][C:22](=[O:24])[NH:21][C:20]2=[O:25])=[CH:14][CH:13]=1)[C:3]1[CH:8]=[CH:7][CH:6]=[CH:5][N:4]=1. Reactant: [CH3:1][N:2]([CH2:9][CH2:10][O:11][C:12]1[CH:17]=[CH:16][C:15]([CH2:18][CH:19]2[S:23][C:22](=[O:24])[NH:21][C:20]2=[O:25])=[CH:14][CH:13]=1)[C:3]1[CH:8]=[CH:7][CH:6]=[CH:5][N:4]=1.[C:26]([OH:33])(=[O:32])/[CH:27]=[CH:28]\[C:29]([OH:31])=[O:30].CC(C)=O. (4) Reactant: [S:1](Cl)([CH3:4])(=[O:3])=[O:2].[NH2:6][C:7]1[C:8]([CH3:29])=[C:9]([C:16]([C:18]2[CH:23]=[CH:22][C:21]([N+:24]([O-:26])=[O:25])=[C:20]([O:27][CH3:28])[CH:19]=2)=[O:17])[N:10]2[C:15]=1[CH:14]=[CH:13][CH:12]=[CH:11]2. Product: [CH3:28][O:27][C:20]1[CH:19]=[C:18]([CH:23]=[CH:22][C:21]=1[N+:24]([O-:26])=[O:25])[C:16]([C:9]1[N:10]2[C:15]([CH:14]=[CH:13][CH:12]=[CH:11]2)=[C:7]([NH:6][S:1]([CH3:4])(=[O:3])=[O:2])[C:8]=1[CH3:29])=[O:17]. The catalyst class is: 17. (5) Reactant: [Cl:1][C:2]1[CH:36]=[CH:35][CH:34]=[C:33]([Cl:37])[C:3]=1[CH2:4][O:5][CH2:6][CH2:7][O:8][CH2:9][CH2:10][CH2:11][CH2:12][CH2:13][CH2:14][N:15]1[CH2:19][C@@H:18]([C:20]2[CH:31]=[CH:30][C:23]3[O:24][C:25]([CH3:29])([CH3:28])[O:26][CH2:27][C:22]=3[CH:21]=2)[O:17]C1=O.C[Si](C)(C)[O-].[K+]. Product: [Cl:1][C:2]1[CH:36]=[CH:35][CH:34]=[C:33]([Cl:37])[C:3]=1[CH2:4][O:5][CH2:6][CH2:7][O:8][CH2:9][CH2:10][CH2:11][CH2:12][CH2:13][CH2:14][NH:15][CH2:19][C@@H:18]([C:20]1[CH:31]=[CH:30][C:23]2[O:24][C:25]([CH3:28])([CH3:29])[O:26][CH2:27][C:22]=2[CH:21]=1)[OH:17]. The catalyst class is: 1.